From a dataset of Forward reaction prediction with 1.9M reactions from USPTO patents (1976-2016). Predict the product of the given reaction. (1) Given the reactants [CH3:1][N:2]([CH3:64])[C:3]1[CH:8]=[CH:7][C:6]([N:9]=[N:10][C:11]2[CH:63]=[CH:62][C:14]([C:15]([NH:17][CH2:18][CH:19]([CH2:35][CH2:36][C:37]([F:61])([F:60])[C:38]([F:59])([F:58])[C:39]([F:57])([F:56])[C:40]([F:55])([F:54])[C:41]([F:53])([F:52])[C:42]([F:51])([F:50])[C:43]([F:49])([F:48])[C:44]([F:47])([F:46])[F:45])[C:20]([NH:22][CH2:23][CH2:24][CH2:25][O:26][CH2:27][CH:28]3[CH2:32][O:31]C(C)(C)[O:29]3)=[O:21])=[O:16])=[CH:13][CH:12]=2)=[CH:5][CH:4]=1, predict the reaction product. The product is: [CH3:64][N:2]([CH3:1])[C:3]1[CH:4]=[CH:5][C:6]([N:9]=[N:10][C:11]2[CH:63]=[CH:62][C:14]([C:15]([NH:17][CH2:18][CH:19]([CH2:35][CH2:36][C:37]([F:61])([F:60])[C:38]([F:59])([F:58])[C:39]([F:56])([F:57])[C:40]([F:54])([F:55])[C:41]([F:52])([F:53])[C:42]([F:51])([F:50])[C:43]([F:48])([F:49])[C:44]([F:47])([F:46])[F:45])[C:20]([NH:22][CH2:23][CH2:24][CH2:25][O:26][CH2:27][CH:28]([OH:29])[CH2:32][OH:31])=[O:21])=[O:16])=[CH:13][CH:12]=2)=[CH:7][CH:8]=1. (2) Given the reactants [CH3:1][O:2][C:3]1[N:8]=[C:7]([CH2:9][CH2:10][C@H:11]2[CH2:16][CH2:15][C@H:14]([C:17]([O:19][CH3:20])=[O:18])[CH2:13][NH:12]2)[C:6]([C:21]([O:23]C)=O)=[CH:5][CH:4]=1.C[Al](C)C.C1(C)C=CC=CC=1, predict the reaction product. The product is: [CH3:1][O:2][C:3]1[CH:4]=[CH:5][C:6]2[C:21](=[O:23])[N:12]3[CH2:13][C@H:14]([C:17]([O:19][CH3:20])=[O:18])[CH2:15][CH2:16][C@@H:11]3[CH2:10][CH2:9][C:7]=2[N:8]=1. (3) Given the reactants [F:1][C:2]1[CH:3]=[C:4]([OH:11])[CH:5]=[CH:6][C:7]=1[N+:8]([O-:10])=[O:9].CN1CCCC1.Cl[C:19]1[C:20]2[CH:27]=[C:26]([C:28]3[CH:33]=[CH:32][CH:31]=[CH:30][CH:29]=3)[NH:25][C:21]=2[N:22]=[CH:23][N:24]=1, predict the reaction product. The product is: [F:1][C:2]1[CH:3]=[C:4]([CH:5]=[CH:6][C:7]=1[N+:8]([O-:10])=[O:9])[O:11][C:19]1[C:20]2[CH:27]=[C:26]([C:28]3[CH:33]=[CH:32][CH:31]=[CH:30][CH:29]=3)[NH:25][C:21]=2[N:22]=[CH:23][N:24]=1. (4) Given the reactants [Cl-].C([P+](CCCC)(CCCC)[CH2:7][C:8]1[N:9]=[C:10]([CH3:13])[S:11][CH:12]=1)CCC.[Na].C[Si](C)(C)[N-][Si](C)(C)C.[C:32]([O:35][CH:36]([CH2:40][CH:41]=[C:42]([CH3:56])[CH2:43][CH2:44][CH2:45][CH:46]([CH3:55])[CH2:47][O:48][CH:49]1[CH2:54][CH2:53][CH2:52][CH2:51][O:50]1)[C:37](=O)[CH3:38])(=[O:34])[CH3:33], predict the reaction product. The product is: [C:32]([O:35][CH:36]([CH2:40][CH:41]=[C:42]([CH3:56])[CH2:43][CH2:44][CH2:45][C@H:46]([CH3:55])[CH2:47][O:48][CH:49]1[CH2:54][CH2:53][CH2:52][CH2:51][O:50]1)[C:37]([CH3:38])=[CH:7][C:8]1[N:9]=[C:10]([CH3:13])[S:11][CH:12]=1)(=[O:34])[CH3:33]. (5) Given the reactants [C:1](Cl)(=[O:3])C.[CH3:5][C:6]1[S:7][CH:8]=[C:9]([CH:11]([O:14][Si](C)(C)C)[C:12]#N)[N:10]=1.C[OH:20], predict the reaction product. The product is: [OH:14][CH:11]([C:9]1[N:10]=[C:6]([CH3:5])[S:7][CH:8]=1)[C:12]([O:3][CH3:1])=[O:20]. (6) Given the reactants [Cl:1][C:2]1[CH:7]=[CH:6][C:5]([C:8]2[C:12]([C:13](O)=[O:14])=[CH:11][O:10][N:9]=2)=[CH:4][CH:3]=1.C(N(CC)CC)C.C(OC(Cl)=O)C.[BH4-].[Na+], predict the reaction product. The product is: [Cl:1][C:2]1[CH:3]=[CH:4][C:5]([C:8]2[C:12]([CH2:13][OH:14])=[CH:11][O:10][N:9]=2)=[CH:6][CH:7]=1. (7) Given the reactants C([O-])(=O)C.[Na+].CO.[C:8](#[N:12])[CH2:9][C:10]#[N:11].F[B-](F)(F)F.[I:18][C:19]1[CH:20]=[CH:21][C:22]2[N:23]([CH:25]=[C:26]([C:28]3[CH:33]=[CH:32][C:31]([N+:34]#[N:35])=[CH:30][CH:29]=3)[N:27]=2)[CH:24]=1, predict the reaction product. The product is: [I:18][C:19]1[CH:20]=[CH:21][C:22]2[N:23]([CH:25]=[C:26]([C:28]3[CH:29]=[CH:30][C:31]([NH:34][N:35]=[C:9]([C:8]#[N:12])[C:10]#[N:11])=[CH:32][CH:33]=3)[N:27]=2)[CH:24]=1. (8) Given the reactants [C:1]([C:3]1[CH:8]=[CH:7][C:6]([C:9]2[CH:14]=[CH:13][C:12]([CH:15]([NH:28]C(=O)C)[CH2:16][CH2:17][C:18]([C:20]3[C:25]([F:26])=[CH:24][CH:23]=[CH:22][C:21]=3[F:27])=O)=[CH:11][CH:10]=2)=[CH:5][CH:4]=1)#[N:2].FC(F)(F)C(O)=O, predict the reaction product. The product is: [F:27][C:21]1[CH:22]=[CH:23][CH:24]=[C:25]([F:26])[C:20]=1[C:18]1[CH2:17][CH2:16][CH:15]([C:12]2[CH:11]=[CH:10][C:9]([C:6]3[CH:5]=[CH:4][C:3]([C:1]#[N:2])=[CH:8][CH:7]=3)=[CH:14][CH:13]=2)[N:28]=1.